Dataset: Merck oncology drug combination screen with 23,052 pairs across 39 cell lines. Task: Regression. Given two drug SMILES strings and cell line genomic features, predict the synergy score measuring deviation from expected non-interaction effect. (1) Drug 1: O=P1(N(CCCl)CCCl)NCCCO1. Drug 2: CNC(=O)c1cc(Oc2ccc(NC(=O)Nc3ccc(Cl)c(C(F)(F)F)c3)cc2)ccn1. Cell line: NCIH520. Synergy scores: synergy=11.9. (2) Drug 1: O=S1(=O)NC2(CN1CC(F)(F)F)C1CCC2Cc2cc(C=CCN3CCC(C(F)(F)F)CC3)ccc2C1. Drug 2: CN(Cc1cnc2nc(N)nc(N)c2n1)c1ccc(C(=O)NC(CCC(=O)O)C(=O)O)cc1. Cell line: NCIH520. Synergy scores: synergy=-12.5.